From a dataset of Forward reaction prediction with 1.9M reactions from USPTO patents (1976-2016). Predict the product of the given reaction. (1) Given the reactants [Cl:1][C:2]1[CH:3]=[C:4]([CH:9]=[C:10](I)[CH:11]=1)[C:5]([O:7][CH3:8])=[O:6].CN1CCN(C)C1=O.C(O)(=O)[CH2:22][C:23]([CH2:28]C(O)=O)(C(O)=O)O.[Br-], predict the reaction product. The product is: [Cl:1][C:2]1[CH:3]=[C:4]([CH:9]=[C:10]([CH:28]2[CH2:23][CH2:22]2)[CH:11]=1)[C:5]([O:7][CH3:8])=[O:6]. (2) Given the reactants CC(C)=CC(=O)[CH2:5][CH2:6][C:7](O)=O.[C:12]([C:19]1[NH:20][CH:21]=[CH:22]N=1)(C1NC=CN=1)=O.[CH3:24]C(N(C)C)=O, predict the reaction product. The product is: [CH3:22][CH2:21][N:20]([CH:6]([CH3:5])[CH3:7])[CH:19]([CH3:12])[CH3:24]. (3) Given the reactants [CH3:1][O:2][C:3]([C:5]1[C:10]2[O:11][CH2:12][CH2:13][CH2:14][CH2:15][C:9]=2[CH:8]=[C:7](Br)[CH:6]=1)=[O:4].[F:17][C:18]1[CH:19]=[C:20](B(O)O)[CH:21]=[C:22]([C:24](=[O:27])[NH:25][CH3:26])[CH:23]=1.C(=O)([O-])[O-].[Na+].[Na+], predict the reaction product. The product is: [CH3:1][O:2][C:3]([C:5]1[C:10]2[O:11][CH2:12][CH2:13][CH2:14][CH2:15][C:9]=2[CH:8]=[C:7]([C:20]2[CH:21]=[C:22]([C:24](=[O:27])[NH:25][CH3:26])[CH:23]=[C:18]([F:17])[CH:19]=2)[CH:6]=1)=[O:4].